Task: Predict the reactants needed to synthesize the given product.. Dataset: Full USPTO retrosynthesis dataset with 1.9M reactions from patents (1976-2016) (1) Given the product [CH2:1]([O:3][C:4]([C:6]1[C:14]2[C:13](=[O:15])[CH2:12][CH2:11][CH2:10][C:9]=2[N:8]([C:16]([O:18][C:19]([CH3:22])([CH3:21])[CH3:20])=[O:17])[CH:7]=1)=[O:5])[CH3:2], predict the reactants needed to synthesize it. The reactants are: [CH2:1]([O:3][C:4]([C:6]1[C:14]2[C:13](=[O:15])[CH2:12][CH2:11][CH2:10][C:9]=2[NH:8][CH:7]=1)=[O:5])[CH3:2].[C:16](O[C:16]([O:18][C:19]([CH3:22])([CH3:21])[CH3:20])=[O:17])([O:18][C:19]([CH3:22])([CH3:21])[CH3:20])=[O:17].C([O-])([O-])=O.[K+].[K+].C(OCC)(=O)C. (2) Given the product [CH3:29][O:28][C:22]1[CH:23]=[C:24]([O:26][CH3:27])[CH:25]=[C:17]2[C:18]=1[C:19](=[O:20])[NH:21][C:1]([C:3]1[CH:13]=[C:12]([CH3:14])[C:6]([O:7][CH2:8][C:9]([OH:11])=[O:10])=[C:5]([CH3:15])[CH:4]=1)=[N:16]2, predict the reactants needed to synthesize it. The reactants are: [CH:1]([C:3]1[CH:13]=[C:12]([CH3:14])[C:6]([O:7][CH2:8][C:9]([OH:11])=[O:10])=[C:5]([CH3:15])[CH:4]=1)=O.[NH2:16][C:17]1[CH:25]=[C:24]([O:26][CH3:27])[CH:23]=[C:22]([O:28][CH3:29])[C:18]=1[C:19]([NH2:21])=[O:20].S([O-])(O)=O.[Na+].O.C1(C)C=CC(S(O)(=O)=O)=CC=1. (3) Given the product [CH2:1]([C:8]1[C:12]([N:13]2[CH2:14][CH2:15][N:16]([C:19]([O:21][C:22]([CH3:25])([CH3:24])[CH3:23])=[O:20])[CH2:17][CH2:18]2)=[N:11][NH:10][C:9]=1[C:26]([OH:28])=[O:27])[C:2]1[CH:3]=[CH:4][CH:5]=[CH:6][CH:7]=1, predict the reactants needed to synthesize it. The reactants are: [CH2:1]([C:8]1[C:9]([C:26]([O:28]CC)=[O:27])=[N:10][NH:11][C:12]=1[N:13]1[CH2:18][CH2:17][N:16]([C:19]([O:21][C:22]([CH3:25])([CH3:24])[CH3:23])=[O:20])[CH2:15][CH2:14]1)[C:2]1[CH:7]=[CH:6][CH:5]=[CH:4][CH:3]=1.[OH-].[Na+]. (4) Given the product [CH:11]1([CH:4]([C:5]2[CH:6]=[CH:7][CH:8]=[CH:9][CH:10]=2)[CH2:3][OH:2])[CH2:16][CH2:15][CH2:14][CH2:13][CH2:12]1, predict the reactants needed to synthesize it. The reactants are: C[O:2][C:3](=O)[CH:4]([CH:11]1[CH2:16][CH2:15][CH2:14][CH2:13][CH2:12]1)[C:5]1[CH:10]=[CH:9][CH:8]=[CH:7][CH:6]=1.[H-].[Al+3].[Li+].[H-].[H-].[H-].[OH-].[K+]. (5) Given the product [Cl:22][C:20]1[C:19]2[C:14](=[CH:15][CH:16]=[CH:17][CH:18]=2)[C:13]([O:23][CH2:24][CH:25]2[CH2:30][CH2:29][NH:28][CH2:27][CH2:26]2)=[C:12]([C:10]([NH:9][C:5]([CH3:8])([CH2:6][CH3:7])[C:4]([OH:31])=[O:3])=[O:11])[CH:21]=1, predict the reactants needed to synthesize it. The reactants are: C([O:3][C:4](=[O:31])[C:5]([NH:9][C:10]([C:12]1[CH:21]=[C:20]([Cl:22])[C:19]2[C:14](=[CH:15][CH:16]=[CH:17][CH:18]=2)[C:13]=1[O:23][CH2:24][CH:25]1[CH2:30][CH2:29][NH:28][CH2:27][CH2:26]1)=[O:11])([CH3:8])[CH2:6][CH3:7])C.CO.[OH-].[Na+]. (6) Given the product [C:34]1(=[O:39])[N:6]([C:7]2[CH:12]=[CH:11][C:10]([S:13]([CH2:16][C:17]([OH:19])=[O:18])(=[O:15])=[O:14])=[CH:9][CH:8]=2)[C:37](=[O:38])[C:36]2=[CH:40][CH:41]=[CH:42][CH:43]=[C:35]12, predict the reactants needed to synthesize it. The reactants are: S(O)(O)(=O)=O.[NH2:6][C:7]1[CH:12]=[CH:11][C:10]([S:13]([CH2:16][C:17]([OH:19])=[O:18])(=[O:15])=[O:14])=[CH:9][CH:8]=1.[NH2:6][C:7]1[CH:12]=[CH:11][C:10]([S:13]([CH2:16][C:17]([OH:19])=[O:18])(=[O:15])=[O:14])=[CH:9][CH:8]=1.[C:34]1(=O)[O:39][C:37](=[O:38])[C:36]2=[CH:40][CH:41]=[CH:42][CH:43]=[C:35]12.C(O)(=O)C.C(N(CC)CC)C. (7) Given the product [ClH:31].[CH2:13]([O:20][C:21]1[CH:22]=[C:23]2[C:28](=[CH:29][CH:30]=1)[N:27]=[C:26]([O:10][CH:5]1[CH2:6][C:7]([CH3:8])([CH3:9])[N:2]([CH3:1])[C:3]([CH3:12])([CH3:11])[CH2:4]1)[CH:25]=[CH:24]2)[C:14]1[CH:15]=[CH:16][CH:17]=[CH:18][CH:19]=1, predict the reactants needed to synthesize it. The reactants are: [CH3:1][N:2]1[C:7]([CH3:9])([CH3:8])[CH2:6][CH:5]([OH:10])[CH2:4][C:3]1([CH3:12])[CH3:11].[CH2:13]([O:20][C:21]1[CH:22]=[C:23]2[C:28](=[CH:29][CH:30]=1)[N:27]=[C:26]([Cl:31])[CH:25]=[CH:24]2)[C:14]1[CH:19]=[CH:18][CH:17]=[CH:16][CH:15]=1.